Predict the reactants needed to synthesize the given product. From a dataset of Full USPTO retrosynthesis dataset with 1.9M reactions from patents (1976-2016). (1) Given the product [C:15]([C:12]1[CH:13]=[CH:14][C:9]([O:8][CH2:7][C:6]([OH:5])=[O:19])=[C:10]([C:17]#[C:18][C:21]2[CH:26]=[N:25][CH:24]=[C:23]([S:27]([N:30]3[CH2:31][CH2:32][O:33][CH2:34][CH2:35]3)(=[O:29])=[O:28])[CH:22]=2)[CH:11]=1)#[N:16], predict the reactants needed to synthesize it. The reactants are: C([O:5][C:6](=[O:19])[CH2:7][O:8][C:9]1[CH:14]=[CH:13][C:12]([C:15]#[N:16])=[CH:11][C:10]=1[C:17]#[CH:18])(C)(C)C.Br[C:21]1[CH:22]=[C:23]([S:27]([N:30]2[CH2:35][CH2:34][O:33][CH2:32][CH2:31]2)(=[O:29])=[O:28])[CH:24]=[N:25][CH:26]=1. (2) Given the product [Cl:35][C:29]1[CH:30]=[C:31]([Cl:34])[CH:32]=[CH:33][C:28]=1[CH2:27][CH:14]1[CH2:15][CH2:16][N:12]([C@H:11]2[CH2:10][CH2:9][C:4]3([O:5][CH2:6][CH2:7][O:8]3)[CH2:3][C@H:2]2[CH3:1])[C:13]1=[O:17], predict the reactants needed to synthesize it. The reactants are: [CH3:1][C@H:2]1[C@@H:11]([N:12]2[CH2:16][CH2:15][CH2:14][C:13]2=[O:17])[CH2:10][CH2:9][C:4]2([O:8][CH2:7][CH2:6][O:5]2)[CH2:3]1.[Li+].CC([N-]C(C)C)C.Br[CH2:27][C:28]1[CH:33]=[CH:32][C:31]([Cl:34])=[CH:30][C:29]=1[Cl:35].